From a dataset of Reaction yield outcomes from USPTO patents with 853,638 reactions. Predict the reaction yield, written as a fraction of the theoretical maximum amount of product (1.0 means a 100% yield; for example, 0.34 means a 34% yield). (1) The reactants are [NH:1]1[C:5]2[CH:6]=[CH:7][CH:8]=[CH:9][C:4]=2[N:3]=[C:2]1[C:10]([OH:12])=O.CN(C(ON1N=NC2C=CC=NC1=2)=[N+](C)C)C.F[P-](F)(F)(F)(F)F.Cl.[NH:38]1[CH2:41][CH:40]([C:42]2[C:47]([C:48]3[CH:53]=[CH:52][CH:51]=[CH:50][CH:49]=3)=[CH:46][CH:45]=[CH:44][N:43]=2)[CH2:39]1. The catalyst is CN(C=O)C.O. The product is [NH:3]1[C:4]2[CH:9]=[CH:8][CH:7]=[CH:6][C:5]=2[N:1]=[C:2]1[C:10]([N:38]1[CH2:39][CH:40]([C:42]2[C:47]([C:48]3[CH:53]=[CH:52][CH:51]=[CH:50][CH:49]=3)=[CH:46][CH:45]=[CH:44][N:43]=2)[CH2:41]1)=[O:12]. The yield is 0.590. (2) The reactants are [C:1]([C:5]1[CH:10]=[CH:9][C:8]([S:11]([NH:14][C:15]2[CH:23]=[C:22]([F:24])[C:21]([Cl:25])=[CH:20][C:16]=2[C:17](Cl)=[O:18])(=[O:13])=[O:12])=[CH:7][CH:6]=1)([CH3:4])([CH3:3])[CH3:2].[NH2:26][NH2:27]. The catalyst is ClCCl. The product is [C:1]([C:5]1[CH:10]=[CH:9][C:8]([S:11]([NH:14][C:15]2[CH:23]=[C:22]([F:24])[C:21]([Cl:25])=[CH:20][C:16]=2[C:17]([NH:26][NH2:27])=[O:18])(=[O:13])=[O:12])=[CH:7][CH:6]=1)([CH3:4])([CH3:3])[CH3:2]. The yield is 0.710.